Dataset: Ames mutagenicity test results for genotoxicity prediction. Task: Regression/Classification. Given a drug SMILES string, predict its toxicity properties. Task type varies by dataset: regression for continuous values (e.g., LD50, hERG inhibition percentage) or binary classification for toxic/non-toxic outcomes (e.g., AMES mutagenicity, cardiotoxicity, hepatotoxicity). Dataset: ames. (1) The result is 1 (mutagenic). The drug is CC(C)=C[C@H]1[C@H](C(=O)OCN2C(=O)C3=C(CCCC3)C2=O)C1(C)C. (2) The molecule is OC1c2ccc3ncccc3c2C2OC2C1O. The result is 0 (non-mutagenic). (3) The drug is OC1C=Cc2cc3c4c(cc5ccccc53)-c3ccccc3-c4c2C1O. The result is 1 (mutagenic). (4) The molecule is CN(C)CCO. The result is 0 (non-mutagenic). (5) The compound is CCCCCNC(=O)/C=C/c1ccc([N+](=O)[O-])o1. The result is 1 (mutagenic). (6) The compound is O[C@@H]1c2ccccc2-c2cc3c(ccc4ccccc43)nc2[C@H]1O. The result is 0 (non-mutagenic). (7) The compound is O=CNc1ccc(Oc2c(Cl)cc(Cl)cc2Cl)cc1. The result is 1 (mutagenic). (8) The molecule is C=CC(=O)NCCCN(C)C. The result is 0 (non-mutagenic).